This data is from Forward reaction prediction with 1.9M reactions from USPTO patents (1976-2016). The task is: Predict the product of the given reaction. (1) Given the reactants I.[Cl:2][C:3]1[N:4]=[CH:5][N:6]([C:8]2[CH:13]=[CH:12][C:11]([NH:14][C:15](SC)=[NH:16])=[CH:10][C:9]=2[O:19][CH3:20])[CH:7]=1.[Cl:21][CH2:22][CH2:23][CH2:24][CH2:25][CH:26]([C:30]1[CH:35]=[CH:34][C:33]([F:36])=[CH:32][CH:31]=1)[C:27](O)=O.[NH2:37][NH2:38], predict the reaction product. The product is: [Cl:21][CH2:22][CH2:23][CH2:24][CH2:25][CH:26]([C:27]1[NH:38][N:37]=[C:15]([NH:14][C:11]2[CH:12]=[CH:13][C:8]([N:6]3[CH:7]=[C:3]([Cl:2])[N:4]=[CH:5]3)=[C:9]([O:19][CH3:20])[CH:10]=2)[N:16]=1)[C:30]1[CH:35]=[CH:34][C:33]([F:36])=[CH:32][CH:31]=1. (2) Given the reactants [CH2:1]([N:8]1[CH2:13][CH2:12][N:11]([CH:14]2[CH2:19][CH2:18][NH:17][CH2:16][CH2:15]2)[CH2:10][CH2:9]1)[C:2]1[CH:7]=[CH:6][CH:5]=[CH:4][CH:3]=1.O=[CH:21][CH2:22][CH2:23][C:24]([OH:26])=[O:25].[BH-](OC(C)=O)(OC(C)=O)O[C:29]([CH3:31])=O.[Na+].C([O-])([O-])=O.[K+].[K+], predict the reaction product. The product is: [CH2:1]([N:8]1[CH2:9][CH2:10][N:11]([CH:14]2[CH2:19][CH2:18][N:17]([CH2:21][CH2:22][CH2:23][C:24]([O:26][CH2:29][CH3:31])=[O:25])[CH2:16][CH2:15]2)[CH2:12][CH2:13]1)[C:2]1[CH:3]=[CH:4][CH:5]=[CH:6][CH:7]=1. (3) Given the reactants C(O[C:4](=[O:9])[C:5]([F:8])([F:7])[F:6])C.[CH3:10][O:11][C:12]1[CH:13]=[C:14]([CH2:20][CH2:21][NH2:22])[CH:15]=[CH:16][C:17]=1[O:18][CH3:19], predict the reaction product. The product is: [CH3:10][O:11][C:12]1[CH:13]=[C:14]([CH2:20][CH2:21][NH:22][C:4](=[O:9])[C:5]([F:6])([F:7])[F:8])[CH:15]=[CH:16][C:17]=1[O:18][CH3:19]. (4) Given the reactants C(OC(=O)[NH:7][C@H:8]([CH:13](C#N)[OH:14])[CH2:9][CH2:10][CH2:11][CH3:12])(C)(C)C.Cl.[C:19](=[O:22])(O)[O-:20].[Na+].[C:32](O[C:32]([O:34][C:35]([CH3:38])([CH3:37])[CH3:36])=[O:33])([O:34][C:35]([CH3:38])([CH3:37])[CH3:36])=[O:33], predict the reaction product. The product is: [C:35]([O:34][C:32]([NH:7][CH:8]([CH2:9][CH2:10][CH2:11][CH3:12])[C@H:13]([OH:14])[C:19]([OH:20])=[O:22])=[O:33])([CH3:36])([CH3:37])[CH3:38].